From a dataset of Reaction yield outcomes from USPTO patents with 853,638 reactions. Predict the reaction yield, written as a fraction of the theoretical maximum amount of product (1.0 means a 100% yield; for example, 0.34 means a 34% yield). (1) The reactants are Br[C:2]1[CH:3]=[C:4]([CH:12]=[CH:13][C:14]([C:16]2[CH:21]=[C:20]([O:22][CH3:23])[C:19]([O:24][CH3:25])=[C:18]([O:26][CH3:27])[CH:17]=2)=[O:15])[CH:5]=[C:6]([O:10][CH3:11])[C:7]=1[O:8][CH3:9].[S:28]1[CH:32]=[CH:31][CH:30]=[C:29]1B(O)O.C(=O)([O-])[O-].[Na+].[Na+].O. The catalyst is COCCOC.C1C=CC([P]([Pd]([P](C2C=CC=CC=2)(C2C=CC=CC=2)C2C=CC=CC=2)([P](C2C=CC=CC=2)(C2C=CC=CC=2)C2C=CC=CC=2)[P](C2C=CC=CC=2)(C2C=CC=CC=2)C2C=CC=CC=2)(C2C=CC=CC=2)C2C=CC=CC=2)=CC=1. The product is [CH3:11][O:10][C:6]1[CH:5]=[C:4]([CH:12]=[CH:13][C:14]([C:16]2[CH:21]=[C:20]([O:22][CH3:23])[C:19]([O:24][CH3:25])=[C:18]([O:26][CH3:27])[CH:17]=2)=[O:15])[CH:3]=[C:2]([C:29]2[S:28][CH:32]=[CH:31][CH:30]=2)[C:7]=1[O:8][CH3:9]. The yield is 0.900. (2) The reactants are [Cl:1][C:2]1[CH:11]=[CH:10][C:9]2[CH2:8][CH2:7][CH2:6][CH2:5][C:4]=2[N:3]=1.C(NC(C)C)(C)C.[Li]CCCC.CCCCCC.[C:30](=[O:32])=[O:31]. The catalyst is CCOCC.O. The product is [Cl:1][C:2]1[CH:11]=[CH:10][C:9]2[CH2:8][CH2:7][CH2:6][CH:5]([C:30]([OH:32])=[O:31])[C:4]=2[N:3]=1. The yield is 0.460. (3) The reactants are [CH3:1][O:2][C:3]1[CH:4]=[C:5]2[C:10](=[CH:11][C:12]=1[O:13][CH2:14][CH2:15][N:16](C)[C:17](OC(C)(C)C)=O)[N:9]=[CH:8][N:7]=[C:6]2[O:25][C:26]1[CH:27]=[C:28]2[C:32](=[CH:33][CH:34]=1)[NH:31][C:30]([CH3:35])=[CH:29]2.C(O)(C(F)(F)F)=O.C(N(CC)CC)C.[CH3:50][S:51](Cl)(=[O:53])=[O:52]. The catalyst is C(Cl)Cl. The product is [CH3:1][O:2][C:3]1[CH:4]=[C:5]2[C:10](=[CH:11][C:12]=1[O:13][CH2:14][CH2:15][N:16]([CH3:17])[S:51]([CH3:50])(=[O:53])=[O:52])[N:9]=[CH:8][N:7]=[C:6]2[O:25][C:26]1[CH:27]=[C:28]2[C:32](=[CH:33][CH:34]=1)[NH:31][C:30]([CH3:35])=[CH:29]2. The yield is 0.380.